This data is from NCI-60 drug combinations with 297,098 pairs across 59 cell lines. The task is: Regression. Given two drug SMILES strings and cell line genomic features, predict the synergy score measuring deviation from expected non-interaction effect. (1) Drug 2: C1C(C(OC1N2C=NC(=NC2=O)N)CO)O. Synergy scores: CSS=-0.927, Synergy_ZIP=0.954, Synergy_Bliss=-0.846, Synergy_Loewe=-8.70, Synergy_HSA=-6.92. Drug 1: CCN(CC)CCNC(=O)C1=C(NC(=C1C)C=C2C3=C(C=CC(=C3)F)NC2=O)C. Cell line: RXF 393. (2) Drug 1: CC1CCC2CC(C(=CC=CC=CC(CC(C(=O)C(C(C(=CC(C(=O)CC(OC(=O)C3CCCCN3C(=O)C(=O)C1(O2)O)C(C)CC4CCC(C(C4)OC)O)C)C)O)OC)C)C)C)OC. Drug 2: CCC1(CC2CC(C3=C(CCN(C2)C1)C4=CC=CC=C4N3)(C5=C(C=C6C(=C5)C78CCN9C7C(C=CC9)(C(C(C8N6C)(C(=O)OC)O)OC(=O)C)CC)OC)C(=O)OC)O.OS(=O)(=O)O. Cell line: M14. Synergy scores: CSS=1.69, Synergy_ZIP=1.58, Synergy_Bliss=3.21, Synergy_Loewe=-0.0506, Synergy_HSA=0.729.